From a dataset of Forward reaction prediction with 1.9M reactions from USPTO patents (1976-2016). Predict the product of the given reaction. (1) Given the reactants Br[C:2]1[CH:7]=[CH:6][C:5]([CH:8]2[N:12]([C:13]3[CH:18]=[CH:17][C:16]([F:19])=[CH:15][C:14]=3[F:20])[N:11]=[C:10]([C:21]([C:27]([F:30])([F:29])[F:28])([C:23]([F:26])([F:25])[F:24])[OH:22])[CH2:9]2)=[CH:4][CH:3]=1.[B:31]1([B:31]2[O:35][C:34]([CH3:37])([CH3:36])[C:33]([CH3:39])([CH3:38])[O:32]2)[O:35][C:34]([CH3:37])([CH3:36])[C:33]([CH3:39])([CH3:38])[O:32]1.C([O-])(=O)C.[K+], predict the reaction product. The product is: [F:20][C:14]1[CH:15]=[C:16]([F:19])[CH:17]=[CH:18][C:13]=1[N:12]1[CH:8]([C:5]2[CH:4]=[CH:3][C:2]([B:31]3[O:35][C:34]([CH3:37])([CH3:36])[C:33]([CH3:39])([CH3:38])[O:32]3)=[CH:7][CH:6]=2)[CH2:9][C:10]([C:21]([C:23]([F:25])([F:24])[F:26])([C:27]([F:29])([F:30])[F:28])[OH:22])=[N:11]1. (2) Given the reactants [NH2:1][C:2]1[CH:3]=[CH:4][C:5]([O:16][C:17]2[CH:22]=[CH:21][CH:20]=[CH:19][CH:18]=2)=[C:6]([C:8]2[CH:9]=[CH:10][C:11](=[O:15])[N:12]([CH3:14])[CH:13]=2)[CH:7]=1.[CH3:23][N:24]1[CH:28]=[C:27]([S:29](Cl)(=[O:31])=[O:30])[N:26]=[CH:25]1.C(N(CC)CC)C, predict the reaction product. The product is: [CH3:23][N:24]1[CH:28]=[C:27]([S:29]([NH:1][C:2]2[CH:3]=[CH:4][C:5]([O:16][C:17]3[CH:18]=[CH:19][CH:20]=[CH:21][CH:22]=3)=[C:6]([C:8]3[CH:9]=[CH:10][C:11](=[O:15])[N:12]([CH3:14])[CH:13]=3)[CH:7]=2)(=[O:31])=[O:30])[N:26]=[CH:25]1. (3) Given the reactants Cl[CH2:2][C:3]1[C:11]([F:12])=[CH:10][C:6]2[O:7][CH2:8][O:9][C:5]=2[CH:4]=1.[C-:13]#[N:14].[Na+].O, predict the reaction product. The product is: [F:12][C:11]1[C:3]([CH2:2][C:13]#[N:14])=[CH:4][C:5]2[O:9][CH2:8][O:7][C:6]=2[CH:10]=1. (4) Given the reactants Cl[CH2:2][CH2:3][O:4][C:5]1[CH:10]=[C:9]([N+:11]([O-:13])=[O:12])[CH:8]=[C:7]([O:14][CH3:15])[C:6]=1[O:16][CH3:17].C([O-])([O-])=O.[K+].[K+].[CH3:24][N:25]1[CH2:30][CH2:29][NH:28][CH2:27][CH2:26]1.N1CCNCC1, predict the reaction product. The product is: [CH3:17][O:16][C:6]1[C:7]([O:14][CH3:15])=[CH:8][C:9]([N+:11]([O-:13])=[O:12])=[CH:10][C:5]=1[O:4][CH2:3][CH2:2][N:28]1[CH2:29][CH2:30][N:25]([CH3:24])[CH2:26][CH2:27]1. (5) Given the reactants C1C[O:4][CH2:3]C1.C[N+]1([O-])[CH2:12][CH2:11][O:10]CC1.CCOC(C)=O.C=C([C:23]1[CH:28]=[CH:27][CH:26]=[CH:25][CH:24]=1)C, predict the reaction product. The product is: [C:23]1([C:11]([OH:10])([CH3:12])[CH2:3][OH:4])[CH:28]=[CH:27][CH:26]=[CH:25][CH:24]=1. (6) Given the reactants [NH2:1][C:2]1[C:7]([F:8])=[CH:6][C:5]([C:9]2[N:13]([CH3:14])[C:12]([C:15]#[N:16])=[CH:11][CH:10]=2)=[C:4]([F:17])[CH:3]=1.[CH:18]([S:21](Cl)(=[O:23])=[O:22])([CH3:20])[CH3:19].N1C=CC=CC=1, predict the reaction product. The product is: [C:15]([C:12]1[N:13]([CH3:14])[C:9]([C:5]2[C:4]([F:17])=[CH:3][C:2]([NH:1][S:21]([CH:18]([CH3:20])[CH3:19])(=[O:23])=[O:22])=[C:7]([F:8])[CH:6]=2)=[CH:10][CH:11]=1)#[N:16]. (7) Given the reactants [OH-].[Na+].C(O)(=O)C(C(C(O)=O)O)O.CC[O:15][C:16]([C@H:18]1[CH2:23][N:22]([CH2:24][CH2:25][CH:26]=[C:27]([C:34]2[S:38][CH:37]=[CH:36][C:35]=2[CH3:39])[C:28]2[S:32][CH:31]=[CH:30][C:29]=2[CH3:33])[CH2:21][CH2:20][CH2:19]1)=[O:17].[ClH:40], predict the reaction product. The product is: [CH3:39][C:35]1[CH:36]=[CH:37][S:38][C:34]=1[C:27]([C:28]1[S:32][CH:31]=[CH:30][C:29]=1[CH3:33])=[CH:26][CH2:25][CH2:24][N:22]1[CH2:23][C@H:18]([C:16]([OH:17])=[O:15])[CH2:19][CH2:20][CH2:21]1.[ClH:40]. (8) Given the reactants [Cl:1][C:2]1[CH:3]=[C:4]([C:12]2[O:16][N:15]=[C:14]([C:17]3[CH:25]=[CH:24][C:23]([CH2:26][CH2:27][CH2:28][C:29]([O:31]CC)=[O:30])=[C:22]4[C:18]=3[CH:19]=[CH:20][N:21]4[CH3:34])[N:13]=2)[CH:5]=[CH:6][C:7]=1[O:8][CH:9]([CH3:11])[CH3:10].[OH-].[Na+].Cl, predict the reaction product. The product is: [Cl:1][C:2]1[CH:3]=[C:4]([C:12]2[O:16][N:15]=[C:14]([C:17]3[CH:25]=[CH:24][C:23]([CH2:26][CH2:27][CH2:28][C:29]([OH:31])=[O:30])=[C:22]4[C:18]=3[CH:19]=[CH:20][N:21]4[CH3:34])[N:13]=2)[CH:5]=[CH:6][C:7]=1[O:8][CH:9]([CH3:11])[CH3:10]. (9) Given the reactants [F:1][C:2]1[CH:3]=[CH:4][C:5]([CH2:9][OH:10])=[C:6]([OH:8])[CH:7]=1.Br[CH2:12][CH2:13][C:14]1[CH:19]=[CH:18][CH:17]=[CH:16][CH:15]=1, predict the reaction product. The product is: [F:1][C:2]1[CH:3]=[CH:4][C:5]([CH2:9][OH:10])=[C:6]([O:8][CH:13]([C:14]2[CH:19]=[CH:18][CH:17]=[CH:16][CH:15]=2)[CH3:12])[CH:7]=1. (10) Given the reactants [N:1]1[NH:2][C:3]([NH:6][C:7]2[CH:12]=[C:11](Cl)[N:10]=[C:9]([S:14][C:15]3[CH:20]=[CH:19][C:18]([NH:21][C:22](=[O:28])[CH2:23][C:24]([F:27])([F:26])[F:25])=[CH:17][CH:16]=3)[N:8]=2)=[N:4][CH:5]=1.[F:29][C@H:30]1[CH2:34][CH2:33][NH:32][CH2:31]1.Cl.CCN(C(C)C)C(C)C, predict the reaction product. The product is: [N:1]1[N:2]=[C:3]([NH:6][C:7]2[CH:12]=[C:11]([N:32]3[CH2:33][CH2:34][C@H:30]([F:29])[CH2:31]3)[N:10]=[C:9]([S:14][C:15]3[CH:20]=[CH:19][C:18]([NH:21][C:22](=[O:28])[CH2:23][C:24]([F:27])([F:26])[F:25])=[CH:17][CH:16]=3)[N:8]=2)[NH:4][CH:5]=1.